This data is from Forward reaction prediction with 1.9M reactions from USPTO patents (1976-2016). The task is: Predict the product of the given reaction. (1) Given the reactants Cl.Cl.[NH2:3][C:4]1[N:9]=[CH:8][N:7]=[C:6]2[N:10]([CH:14]([C:16]3[CH:17]=[C:18]([Cl:30])[C:19]([C:28]#[N:29])=[C:20]4[C:26]=3[O:25][CH:24]([CH3:27])[CH2:23][NH:22][CH2:21]4)[CH3:15])[N:11]=[C:12]([CH3:13])[C:5]=12.O=[C:32]1[CH2:35][CH:34]([NH:36][C:37](=[O:43])[O:38][C:39]([CH3:42])([CH3:41])[CH3:40])[CH2:33]1.C([BH3-])#N.[Na+], predict the reaction product. The product is: [NH2:3][C:4]1[N:9]=[CH:8][N:7]=[C:6]2[N:10]([CH:14]([C:16]3[C:26]4[O:25][CH:24]([CH3:27])[CH2:23][N:22]([CH:32]5[CH2:35][CH:34]([NH:36][C:37](=[O:43])[O:38][C:39]([CH3:41])([CH3:40])[CH3:42])[CH2:33]5)[CH2:21][C:20]=4[C:19]([C:28]#[N:29])=[C:18]([Cl:30])[CH:17]=3)[CH3:15])[N:11]=[C:12]([CH3:13])[C:5]=12. (2) The product is: [CH3:34][C:29]1[C:28]([CH2:27][O:1][C:2]2[CH:7]=[CH:6][C:5]([CH2:8][C:9]([NH:11][CH:12]([C:20]3[CH:21]=[CH:22][CH:23]=[CH:24][CH:25]=3)[C:13]3[CH:18]=[CH:17][CH:16]=[CH:15][C:14]=3[CH3:19])=[O:10])=[CH:4][CH:3]=2)=[C:32]([CH3:33])[O:31][N:30]=1. Given the reactants [OH:1][C:2]1[CH:7]=[CH:6][C:5]([CH2:8][C:9]([NH:11][CH:12]([C:20]2[CH:25]=[CH:24][CH:23]=[CH:22][CH:21]=2)[C:13]2[CH:18]=[CH:17][CH:16]=[CH:15][C:14]=2[CH3:19])=[O:10])=[CH:4][CH:3]=1.Cl[CH2:27][C:28]1[C:29]([CH3:34])=[N:30][O:31][C:32]=1[CH3:33].C([O-])([O-])=O.[K+].[K+].O, predict the reaction product. (3) Given the reactants C[N:2](C)[CH:3]=[C:4]([C:7]1[N:11]([CH3:12])[N:10]=[CH:9][CH:8]=1)[C:5]#[N:6].O.[NH2:15]N, predict the reaction product. The product is: [CH3:12][N:11]1[C:7]([C:4]2[CH:3]=[N:2][NH:6][C:5]=2[NH2:15])=[CH:8][CH:9]=[N:10]1. (4) Given the reactants [Cl:1][C:2]1[CH:7]=[C:6]([N+:8]([O-])=O)[C:5]([O:11][CH3:12])=[CH:4][C:3]=1[N:13]1[CH2:18][CH2:17][N:16]([CH2:19][CH2:20][S:21]([CH3:24])(=[O:23])=[O:22])[CH2:15][CH2:14]1.CCOC(C)=O, predict the reaction product. The product is: [Cl:1][C:2]1[C:3]([N:13]2[CH2:18][CH2:17][N:16]([CH2:19][CH2:20][S:21]([CH3:24])(=[O:23])=[O:22])[CH2:15][CH2:14]2)=[CH:4][C:5]([O:11][CH3:12])=[C:6]([CH:7]=1)[NH2:8]. (5) Given the reactants [CH:1]1([CH2:4][O:5][C:6]2[N:11]=[C:10]([C:12]([OH:14])=O)[CH:9]=[CH:8][C:7]=2[N:15]2[CH2:18][C:17]([F:20])([F:19])[CH2:16]2)[CH2:3][CH2:2]1.Cl.[NH:22]1[C:26]2([CH2:31][CH2:30][N:29]([C:32]([O:34][C:35]([CH3:38])([CH3:37])[CH3:36])=[O:33])[CH2:28][CH2:27]2)[CH2:25][CH2:24][CH2:23]1.CN(C(ON1N=NC2C=CC=CC1=2)=[N+](C)C)C.[B-](F)(F)(F)F.CCN(C(C)C)C(C)C, predict the reaction product. The product is: [C:35]([O:34][C:32]([N:29]1[CH2:28][CH2:27][C:26]2([N:22]([C:12]([C:10]3[CH:9]=[CH:8][C:7]([N:15]4[CH2:18][C:17]([F:20])([F:19])[CH2:16]4)=[C:6]([O:5][CH2:4][CH:1]4[CH2:2][CH2:3]4)[N:11]=3)=[O:14])[CH2:23][CH2:24][CH2:25]2)[CH2:31][CH2:30]1)=[O:33])([CH3:38])([CH3:36])[CH3:37]. (6) The product is: [CH3:14][O:15][C:16]1[CH:17]=[C:18]([CH:19]=[CH:20][C:21]=1[O:22][CH3:23])[O:1][CH:2]([C:6]1[CH:7]=[CH:8][C:9]([C:10]#[N:11])=[CH:12][CH:13]=1)[CH2:3][CH:4]=[CH2:5]. Given the reactants [OH:1][CH:2]([C:6]1[CH:13]=[CH:12][C:9]([C:10]#[N:11])=[CH:8][CH:7]=1)[CH2:3][CH:4]=[CH2:5].[CH3:14][O:15][C:16]1[CH:17]=[C:18](O)[CH:19]=[CH:20][C:21]=1[O:22][CH3:23].C(P(CCCC)CCCC)CCC.N(C(N1CCCCC1)=O)=NC(N1CCCCC1)=O, predict the reaction product. (7) Given the reactants Cl[C:2]([C:13]1[CH:18]=[CH:17][CH:16]=[CH:15][CH:14]=1)=[N:3][N:4]=[C:5](Cl)[C:6]1[CH:11]=[CH:10][CH:9]=[CH:8][CH:7]=1.[Br:19][C:20]1[CH:26]=[CH:25][C:23]([NH2:24])=[CH:22][CH:21]=1.CN(C)C1C=CC=CC=1, predict the reaction product. The product is: [Br:19][C:20]1[CH:26]=[CH:25][C:23]([N:24]2[C:5]([C:6]3[CH:11]=[CH:10][CH:9]=[CH:8][CH:7]=3)=[N:4][N:3]=[C:2]2[C:13]2[CH:18]=[CH:17][CH:16]=[CH:15][CH:14]=2)=[CH:22][CH:21]=1.